This data is from Full USPTO retrosynthesis dataset with 1.9M reactions from patents (1976-2016). The task is: Predict the reactants needed to synthesize the given product. Given the product [N:48]1([C:42](=[O:44])[CH2:41][N:38]2[CH2:39][CH2:40][N:35]([C:33]([N:13]3[C@@:14]([C:26]4[CH:31]=[CH:30][C:29]([Cl:32])=[CH:28][CH:27]=4)([CH3:25])[C@@:15]([C:18]4[CH:23]=[CH:22][C:21]([Cl:24])=[CH:20][CH:19]=4)([CH3:17])[N:16]=[C:12]3[C:9]3[CH:10]=[N:11][C:6]([C:2]([CH3:3])([CH3:5])[CH3:4])=[CH:7][C:8]=3[O:45][CH2:46][CH3:47])=[O:34])[CH2:36][CH2:37]2)[CH2:51][CH2:50][CH2:49]1, predict the reactants needed to synthesize it. The reactants are: Cl.[C:2]([C:6]1[N:11]=[CH:10][C:9]([C:12]2[N:13]([C:33]([N:35]3[CH2:40][CH2:39][N:38]([CH2:41][C:42]([OH:44])=O)[CH2:37][CH2:36]3)=[O:34])[C@@:14]([C:26]3[CH:31]=[CH:30][C:29]([Cl:32])=[CH:28][CH:27]=3)([CH3:25])[C@@:15]([C:18]3[CH:23]=[CH:22][C:21]([Cl:24])=[CH:20][CH:19]=3)([CH3:17])[N:16]=2)=[C:8]([O:45][CH2:46][CH3:47])[CH:7]=1)([CH3:5])([CH3:4])[CH3:3].[NH:48]1[CH2:51][CH2:50][CH2:49]1.